This data is from Full USPTO retrosynthesis dataset with 1.9M reactions from patents (1976-2016). The task is: Predict the reactants needed to synthesize the given product. Given the product [CH2:13]([O:20][C:21](=[O:43])[C:22]([O:26][C:27]1[CH:32]=[CH:31][CH:30]=[C:29]([CH2:33][CH2:34][N:35]([S:9]([CH2:8][C:5]2[CH:6]=[CH:7][C:2]([F:1])=[CH:3][CH:4]=2)(=[O:11])=[O:10])[CH2:36][CH2:37][CH2:38][CH2:39][CH2:40][CH2:41][CH3:42])[CH:28]=1)([CH3:25])[CH2:23][CH3:24])[C:14]1[CH:19]=[CH:18][CH:17]=[CH:16][CH:15]=1, predict the reactants needed to synthesize it. The reactants are: [F:1][C:2]1[CH:7]=[CH:6][C:5]([CH2:8][S:9](Cl)(=[O:11])=[O:10])=[CH:4][CH:3]=1.[CH2:13]([O:20][C:21](=[O:43])[C:22]([O:26][C:27]1[CH:32]=[CH:31][CH:30]=[C:29]([CH2:33][CH2:34][NH:35][CH2:36][CH2:37][CH2:38][CH2:39][CH2:40][CH2:41][CH3:42])[CH:28]=1)([CH3:25])[CH2:23][CH3:24])[C:14]1[CH:19]=[CH:18][CH:17]=[CH:16][CH:15]=1.C(N(CC)CC)C.C(Cl)Cl.